Dataset: Catalyst prediction with 721,799 reactions and 888 catalyst types from USPTO. Task: Predict which catalyst facilitates the given reaction. (1) Reactant: [O-][CH2:2]C.[Na+].[F:5][C:6]([F:23])([F:22])[C:7]1[CH:8]=[C:9]([CH:15]=[C:16]([C:18]([F:21])([F:20])[F:19])[CH:17]=1)[C:10]([CH2:12][C:13]#[N:14])=[O:11].CI. Product: [F:5][C:6]([F:22])([F:23])[C:7]1[CH:8]=[C:9]([C:10](=[O:11])[CH:12]([CH3:2])[C:13]#[N:14])[CH:15]=[C:16]([C:18]([F:20])([F:21])[F:19])[CH:17]=1. The catalyst class is: 14. (2) Reactant: [C:1]([NH:5][C:6]1[C:7]([CH:25]=[O:26])=[N:8][C:9]2[C:14]([N:15]=1)=[C:13](B1OC(C)(C)C(C)(C)O1)[CH:12]=[CH:11][CH:10]=2)([CH3:4])([CH3:3])[CH3:2].CC1(C)C(C)(C)OB([C:35]2[NH:43][C:42]3[CH2:41][CH2:40][NH:39][C:38](=[O:44])[C:37]=3[CH:36]=2)O1.CC(C1C=C(C(C)C)C(C2C=CC=CC=2P(C2CCCCC2)C2CCCCC2)=C(C(C)C)C=1)C.CO.C(Cl)Cl. Product: [C:1]([NH:5][C:6]1[C:7]([CH:25]=[O:26])=[N:8][C:9]2[C:14]([N:15]=1)=[C:13]([C:35]1[NH:43][C:42]3[CH2:41][CH2:40][NH:39][C:38](=[O:44])[C:37]=3[CH:36]=1)[CH:12]=[CH:11][CH:10]=2)([CH3:2])([CH3:3])[CH3:4]. The catalyst class is: 333.